Dataset: Catalyst prediction with 721,799 reactions and 888 catalyst types from USPTO. Task: Predict which catalyst facilitates the given reaction. (1) Reactant: [NH2:1][C@H:2]1[CH2:7][CH2:6][C@H:5]([CH2:8][C:9]([NH:11][C@H:12]2[CH2:17][C:16]3[CH:18]=[CH:19][CH:20]=[C:21]([C:22]([OH:24])=[O:23])[C:15]=3[O:14][B:13]2[OH:25])=[O:10])[CH2:4][CH2:3]1.O=[CH:27][CH2:28][NH:29][C:30](=[O:36])[O:31][C:32]([CH3:35])([CH3:34])[CH3:33]. Product: [C:32]([O:31][C:30]([NH:29][CH2:28][CH2:27][NH:1][C@H:2]1[CH2:7][CH2:6][C@H:5]([CH2:8][C:9]([NH:11][C@H:12]2[CH2:17][C:16]3[CH:18]=[CH:19][CH:20]=[C:21]([C:22]([OH:24])=[O:23])[C:15]=3[O:14][B:13]2[OH:25])=[O:10])[CH2:4][CH2:3]1)=[O:36])([CH3:35])([CH3:34])[CH3:33]. The catalyst class is: 19. (2) Reactant: [NH2:1][C:2]1[NH:3][C:4]2[C:9]([C:10]=1[C:11]#[N:12])=[CH:8][CH:7]=[C:6]([N+:13]([O-:15])=[O:14])[CH:5]=2.CO[CH:18]1[CH2:22][CH2:21][CH:20](OC)O1.[C:25](=[O:28])(O)[O-].[Na+].C(=O)=O. Product: [N+:13]([C:6]1[CH:5]=[C:4]2[C:9]([C:10]([C:11]#[N:12])=[C:2]([N:1]3[CH:18]=[CH:22][CH:21]=[CH:20]3)[NH:3]2)=[CH:8][CH:7]=1)([O-:15])=[O:14].[CH2:18]([N:3]1[C:4]2[C:9](=[CH:8][CH:7]=[C:6]([O:28][CH3:25])[CH:5]=2)[C:10]([C:11]#[N:12])=[CH:2]1)[CH3:22]. The catalyst class is: 86. (3) Reactant: [OH-].[Na+].[Cl:3][C:4]1[CH:5]=[C:6]([C:12]2[N:13]=[C:14]([CH3:33])[C:15]3[CH:20]=[CH:19][N:18]([C:21]4[CH:26]=[CH:25][C:24]([CH2:27][C:28]([O:30]CC)=[O:29])=[CH:23][CH:22]=4)[C:16]=3[N:17]=2)[CH:7]=[CH:8][C:9]=1[O:10][CH3:11].Cl. Product: [Cl:3][C:4]1[CH:5]=[C:6]([C:12]2[N:13]=[C:14]([CH3:33])[C:15]3[CH:20]=[CH:19][N:18]([C:21]4[CH:26]=[CH:25][C:24]([CH2:27][C:28]([OH:30])=[O:29])=[CH:23][CH:22]=4)[C:16]=3[N:17]=2)[CH:7]=[CH:8][C:9]=1[O:10][CH3:11]. The catalyst class is: 71.